This data is from Reaction yield outcomes from USPTO patents with 853,638 reactions. The task is: Predict the reaction yield, written as a fraction of the theoretical maximum amount of product (1.0 means a 100% yield; for example, 0.34 means a 34% yield). (1) The reactants are CO[C:3](=[O:25])[C:4]1[CH:9]=[CH:8][C:7]([O:10][CH2:11][C:12]2[C:13]([C:18]3[CH:23]=[CH:22][C:21]([Cl:24])=[CH:20][N:19]=3)=[N:14][O:15][C:16]=2[CH3:17])=[N:6][CH:5]=1.CO[C:28](=[O:35])[C:29]1[CH:34]=[CH:33][CH:32]=NC=1.[NH2:36]C1CCOCC1. No catalyst specified. The product is [Cl:24][C:21]1[CH:22]=[CH:23][C:18]([C:13]2[C:12]([CH2:11][O:10][C:7]3[CH:8]=[CH:9][C:4]([C:3]([NH2:36])=[O:25])=[C:5]([CH:34]4[CH2:33][CH2:32][O:35][CH2:28][CH2:29]4)[N:6]=3)=[C:16]([CH3:17])[O:15][N:14]=2)=[N:19][CH:20]=1. The yield is 0.470. (2) The reactants are [C:1]1([CH:8]=[CH:7][CH:6]=[C:4]([OH:5])[CH:3]=1)O.[BrH:9].C(O)(=[O:12])C.[C:14]([CH:17]1[CH2:22][CH2:21]O[C:18]1=[O:19])(=O)[CH3:15]. The catalyst is O. The product is [Br:9][CH2:21][CH2:22][C:17]1[C:18](=[O:19])[O:5][C:4]2[C:6]([C:14]=1[CH3:15])=[CH:7][C:8]([OH:12])=[CH:1][CH:3]=2. The yield is 0.850.